Dataset: Forward reaction prediction with 1.9M reactions from USPTO patents (1976-2016). Task: Predict the product of the given reaction. The product is: [Br:1][C:2]1[CH:7]=[C:6]([Cl:17])[C:5]([N+:9]([O-:11])=[O:10])=[C:4]([Br:12])[N:3]=1. Given the reactants [Br:1][C:2]1[CH:7]=[C:6](N)[C:5]([N+:9]([O-:11])=[O:10])=[C:4]([Br:12])[N:3]=1.N([O-])=O.[Na+].[ClH:17], predict the reaction product.